Dataset: Reaction yield outcomes from USPTO patents with 853,638 reactions. Task: Predict the reaction yield, written as a fraction of the theoretical maximum amount of product (1.0 means a 100% yield; for example, 0.34 means a 34% yield). (1) The reactants are [OH:1][C:2]1[CH:3]=[C:4]2[C:9](=[CH:10][CH:11]=1)[C:8]([C:12]([OH:14])=[O:13])=[CH:7][CH:6]=[CH:5]2.C(=O)([O-])[O-].[Cs+].[Cs+].Cl[C:22]1[C:31]2[C:26](=[CH:27][C:28]([O:34][CH3:35])=[C:29]([O:32][CH3:33])[CH:30]=2)[N:25]=[CH:24][N:23]=1.Cl. The catalyst is O.CS(C)=O. The product is [CH3:33][O:32][C:29]1[CH:30]=[C:31]2[C:26](=[CH:27][C:28]=1[O:34][CH3:35])[N:25]=[CH:24][N:23]=[C:22]2[O:1][C:2]1[CH:3]=[C:4]2[C:9](=[CH:10][CH:11]=1)[C:8]([C:12]([OH:14])=[O:13])=[CH:7][CH:6]=[CH:5]2. The yield is 0.590. (2) The reactants are [CH2:1]([O:3][C:4]([C@@:6]1([CH3:12])[CH2:11][CH2:10][CH2:9][NH:8][CH2:7]1)=[O:5])[CH3:2].[O:13]1[C:18]2[CH:19]=[CH:20][CH:21]=[CH:22][C:17]=2[O:16][CH2:15][C@@H:14]1[CH2:23]OS(C1C=CC(C)=CC=1)(=O)=O.C(=O)([O-])[O-].[K+].[K+].CN(C)C=O. The catalyst is O. The product is [CH2:1]([O:3][C:4]([C@@:6]1([CH3:12])[CH2:11][CH2:10][CH2:9][N:8]([CH2:23][C@@H:14]2[O:13][C:18]3[CH:19]=[CH:20][CH:21]=[CH:22][C:17]=3[O:16][CH2:15]2)[CH2:7]1)=[O:5])[CH3:2]. The yield is 0.760. (3) The reactants are [N+:1]([C:4]1[CH:12]=[C:11]2[C:7]([C:8]([C:13]#[N:14])=[CH:9][NH:10]2)=[CH:6][CH:5]=1)([O-])=O. The catalyst is CCO.[Pd]. The product is [NH2:1][C:4]1[CH:12]=[C:11]2[C:7]([C:8]([C:13]#[N:14])=[CH:9][NH:10]2)=[CH:6][CH:5]=1. The yield is 0.990. (4) The reactants are [OH:1][CH2:2][CH:3]([C:5]1[CH:13]=[CH:12][C:8]([C:9]([O-:11])=[O:10])=[CH:7][CH:6]=1)[CH3:4].[C:14]1(O)[CH:19]=[CH:18][CH:17]=[CH:16][CH:15]=1.[C:21]1(P(C2C=CC=CC=2)C2C=CC=CC=2)C=CC=CC=1.N(C(OC(C)C)=O)=NC(OC(C)C)=O. The catalyst is O1CCCC1. The product is [O:1]([CH2:2][CH:3]([C:5]1[CH:13]=[CH:12][C:8]([C:9]([O:11][CH3:21])=[O:10])=[CH:7][CH:6]=1)[CH3:4])[C:14]1[CH:19]=[CH:18][CH:17]=[CH:16][CH:15]=1. The yield is 0.710. (5) The product is [ClH:1].[CH3:17][OH:18].[Cl:1][C:2]1[CH:3]=[C:4]2[C:9](=[CH:10][CH:11]=1)[CH:8]=[C:7]([S:12]([N:15]([C@H:21]1[CH2:25][CH2:24][N:23]([C@@H:26]([CH3:35])[C:27](=[O:34])[N:28]3[CH2:33][CH2:32][CH2:31][CH2:30][CH2:29]3)[C:22]1=[O:36])[CH2:16][C:17]([OH:19])=[O:18])(=[O:13])=[O:14])[CH:6]=[CH:5]2. The catalyst is C1COCC1.O. The yield is 0.100. The reactants are [Cl:1][C:2]1[CH:3]=[C:4]2[C:9](=[CH:10][CH:11]=1)[CH:8]=[C:7]([S:12]([N:15]([C@H:21]1[CH2:25][CH2:24][N:23]([C@@H:26]([CH3:35])[C:27](=[O:34])[N:28]3[CH2:33][CH2:32][CH2:31][CH2:30][CH2:29]3)[C:22]1=[O:36])[CH2:16][C:17]([O:19]C)=[O:18])(=[O:14])=[O:13])[CH:6]=[CH:5]2.[OH-].[Li+].Cl. (6) The reactants are [C:1](=[O:26])([O:7][C:8]1[N:12]([C:13]2[CH:18]=[CH:17][CH:16]=[CH:15][N:14]=2)[N:11]=[C:10]([C:19]2[CH:24]=[CH:23][CH:22]=[C:21](I)[CH:20]=2)[CH:9]=1)[O:2][C:3]([CH3:6])([CH3:5])[CH3:4].[CH2:27]([O:34][C:35]1[CH:40]=[CH:39][C:38](B(O)O)=[CH:37][CH:36]=1)[C:28]1[CH:33]=[CH:32][CH:31]=[CH:30][CH:29]=1.C1(B(O)O)C=CC=CC=1. No catalyst specified. The product is [C:1](=[O:26])([O:2][C:3]([CH3:6])([CH3:5])[CH3:4])[O:7][C:8]1[N:12]([C:13]2[CH:18]=[CH:17][CH:16]=[CH:15][N:14]=2)[N:11]=[C:10]([C:19]2[CH:20]=[C:21]([C:38]3[CH:39]=[CH:40][C:35]([O:34][CH2:27][C:28]4[CH:33]=[CH:32][CH:31]=[CH:30][CH:29]=4)=[CH:36][CH:37]=3)[CH:22]=[CH:23][CH:24]=2)[CH:9]=1. The yield is 0.990. (7) The reactants are [NH2:1][C@H:2]1[CH2:7][CH2:6][C@H:5]([NH:8][C:9](=[O:15])[O:10][C:11]([CH3:14])([CH3:13])[CH3:12])[CH2:4][CH2:3]1.Br[CH2:17][CH2:18][CH2:19][CH2:20]Br.C(=O)([O-])O.[K+]. The catalyst is CN(C=O)C.[Cl-].[Li+]. The product is [N:1]1([C@H:2]2[CH2:7][CH2:6][C@H:5]([NH:8][C:9](=[O:15])[O:10][C:11]([CH3:12])([CH3:14])[CH3:13])[CH2:4][CH2:3]2)[CH2:20][CH2:19][CH2:18][CH2:17]1. The yield is 0.160. (8) The reactants are [S:1]1[C:5]2[CH:6]=[CH:7][CH:8]=[CH:9][C:4]=2[C:3]([CH2:10][C:11]#[N:12])=[CH:2]1.[C:13](O[C:13]([O:15][C:16]([CH3:19])([CH3:18])[CH3:17])=[O:14])([O:15][C:16]([CH3:19])([CH3:18])[CH3:17])=[O:14].[BH4-].[Na+]. The catalyst is CO.C(OCC)(=O)C.O.O.O.O.O.O.O.[Ni](Cl)Cl. The product is [S:1]1[C:5]2[CH:6]=[CH:7][CH:8]=[CH:9][C:4]=2[C:3]([CH2:10][CH2:11][NH:12][C:13](=[O:14])[O:15][C:16]([CH3:19])([CH3:18])[CH3:17])=[CH:2]1. The yield is 0.430. (9) The reactants are [C:8](O[C:8](=[O:13])[CH2:9][CH2:10][CH2:11][CH3:12])(=[O:13])[CH2:9][CH2:10][CH2:11][CH3:12].[N:14]1[O:15][C:16]([NH2:22])=[C:17]2[CH2:21][CH2:20][CH2:19][C:18]=12. The catalyst is C1(C)C=CC=CC=1. The product is [N:14]1[O:15][C:16]([N:22]([C:8](=[O:13])[CH2:9][CH2:10][CH2:11][CH3:12])[C:8](=[O:13])[CH2:9][CH2:10][CH2:11][CH3:12])=[C:17]2[CH2:21][CH2:20][CH2:19][C:18]=12. The yield is 0.460. (10) The reactants are [OH:1][C@@:2]([CH3:23])([CH2:14][C:15]1[CH:20]=[CH:19][C:18]([O:21]C)=[CH:17][CH:16]=1)[C:3]([NH:5][C:6]1[CH:11]=[CH:10][C:9]([O:12]C)=[CH:8][CH:7]=1)=[O:4].B(Br)(Br)Br.O.CCOC(C)=O. The catalyst is C(Cl)Cl. The product is [OH:1][C@@:2]([CH3:23])([CH2:14][C:15]1[CH:16]=[CH:17][C:18]([OH:21])=[CH:19][CH:20]=1)[C:3]([NH:5][C:6]1[CH:7]=[CH:8][C:9]([OH:12])=[CH:10][CH:11]=1)=[O:4]. The yield is 0.656.